Predict the reactants needed to synthesize the given product. From a dataset of Full USPTO retrosynthesis dataset with 1.9M reactions from patents (1976-2016). Given the product [F:37][C:38]([F:43])([F:42])[C:39]([OH:41])=[O:40].[NH2:7][CH:8]([CH2:26][C:27]1[CH:32]=[C:31]([F:33])[C:30]([F:34])=[CH:29][C:28]=1[F:35])[CH2:9][C:10]([N:11]1[CH2:20][C:19]2[N:15]([CH:16]=[CH:17][N:18]=2)[C:14]2[CH:21]=[CH:22][CH:23]=[CH:24][C:13]=2[CH2:12]1)=[O:25], predict the reactants needed to synthesize it. The reactants are: C(OC(=O)[NH:7][CH:8]([CH2:26][C:27]1[CH:32]=[C:31]([F:33])[C:30]([F:34])=[CH:29][C:28]=1[F:35])[CH2:9][C:10](=[O:25])[N:11]1[CH2:20][C:19]2[N:15]([CH:16]=[CH:17][N:18]=2)[C:14]2[CH:21]=[CH:22][CH:23]=[CH:24][C:13]=2[CH2:12]1)(C)(C)C.[F:37][C:38]([F:43])([F:42])[C:39]([OH:41])=[O:40].